This data is from Reaction yield outcomes from USPTO patents with 853,638 reactions. The task is: Predict the reaction yield, written as a fraction of the theoretical maximum amount of product (1.0 means a 100% yield; for example, 0.34 means a 34% yield). (1) The reactants are [C:1]1(=O)[CH2:6][CH2:5][CH2:4][CH2:3][CH2:2]1.[N+:8]([CH3:11])([O-:10])=[O:9].N1CCCCC1.[CH2:18]([SH:25])[C:19]1[CH:24]=[CH:23][CH:22]=[CH:21][CH:20]=1. The catalyst is C(#N)C. The product is [N+:8]([CH2:11][CH:18]([C:19]1[CH:24]=[CH:23][CH:22]=[CH:21][CH:20]=1)[S:25][CH:1]1[CH2:6][CH2:5][CH2:4][CH2:3][CH2:2]1)([O-:10])=[O:9]. The yield is 0.220. (2) The reactants are [CH2:1]([O:8][C:9]1[CH:14]=[CH:13][C:12](B(O)O)=[CH:11][CH:10]=1)[C:2]1[CH:7]=[CH:6][CH:5]=[CH:4][CH:3]=1.I[C:19]1[CH:20]=[N:21][CH:22]=[CH:23][CH:24]=1.C(=O)([O-])[O-].[K+].[K+].C1(P(C2C=CC=CC=2)C2C=CC=CC=2)C=CC=CC=1. The catalyst is COCCOC.C([O-])(=O)C.[Pd+2].C([O-])(=O)C.O.CCO. The product is [CH2:1]([O:8][C:9]1[CH:14]=[CH:13][C:12]([C:19]2[CH:20]=[N:21][CH:22]=[CH:23][CH:24]=2)=[CH:11][CH:10]=1)[C:2]1[CH:7]=[CH:6][CH:5]=[CH:4][CH:3]=1. The yield is 0.920. (3) The catalyst is C1COCC1.C(OCC)(=O)C. The product is [CH3:23][N:24]([CH3:25])[C:2]1[CH:7]=[CH:6][C:5]([N+:8]([O-:10])=[O:9])=[CH:4][C:3]=1[S:11]([NH:14][CH2:15][CH2:16][C:17]1[CH:22]=[CH:21][CH:20]=[CH:19][N:18]=1)(=[O:13])=[O:12]. The reactants are Br[C:2]1[CH:7]=[CH:6][C:5]([N+:8]([O-:10])=[O:9])=[CH:4][C:3]=1[S:11]([NH:14][CH2:15][CH2:16][C:17]1[CH:22]=[CH:21][CH:20]=[CH:19][N:18]=1)(=[O:13])=[O:12].[CH3:23][NH:24][CH3:25]. The yield is 0.950. (4) The reactants are [Cl:1][S:2]([OH:5])(=O)=[O:3].[CH3:6][C:7]1[C:15]2[C:10](=[CH:11][CH:12]=[CH:13][CH:14]=2)[N:9](C(=O)C)[N:8]=1. No catalyst specified. The product is [CH3:6][C:7]1[C:15]2[C:10](=[CH:11][CH:12]=[C:13]([S:2]([Cl:1])(=[O:5])=[O:3])[CH:14]=2)[NH:9][N:8]=1. The yield is 0.610.